This data is from Peptide-MHC class I binding affinity with 185,985 pairs from IEDB/IMGT. The task is: Regression. Given a peptide amino acid sequence and an MHC pseudo amino acid sequence, predict their binding affinity value. This is MHC class I binding data. (1) The binding affinity (normalized) is 0.319. The MHC is HLA-A23:01 with pseudo-sequence HLA-A23:01. The peptide sequence is VSFIEFVGW. (2) The peptide sequence is SESDLEFSWL. The MHC is HLA-B45:01 with pseudo-sequence HLA-B45:01. The binding affinity (normalized) is 0.296.